From a dataset of Full USPTO retrosynthesis dataset with 1.9M reactions from patents (1976-2016). Predict the reactants needed to synthesize the given product. (1) Given the product [Si:20]([O:9][CH2:8][C:6]1[CH:7]=[C:2]([NH:1][C:19]2[CH:18]=[CH:6][CH:7]=[CH:2][CH:3]=2)[CH:3]=[CH:4][C:5]=1[O:10][C:11]([F:12])([F:13])[F:14])([C:23]([CH3:26])([CH3:25])[CH3:24])([CH3:22])[CH3:21], predict the reactants needed to synthesize it. The reactants are: [NH2:1][C:2]1[CH:3]=[CH:4][C:5]([O:10][C:11]([F:14])([F:13])[F:12])=[C:6]([CH2:8][OH:9])[CH:7]=1.N1[CH:19]=[CH:18]N=C1.[Si:20](Cl)([C:23]([CH3:26])([CH3:25])[CH3:24])([CH3:22])[CH3:21]. (2) Given the product [CH3:1][N:2]1[C:7](=[O:8])[CH:6]=[CH:5][C:4]([C:9](=[O:28])[CH2:10][CH:11]([C:19]2[CH:27]=[CH:26][C:22]([C:23]([NH:35][CH2:34][CH2:33][S:30]([CH3:29])(=[O:32])=[O:31])=[O:25])=[CH:21][CH:20]=2)[C:12]2[CH:17]=[CH:16][CH:15]=[CH:14][C:13]=2[CH3:18])=[CH:3]1, predict the reactants needed to synthesize it. The reactants are: [CH3:1][N:2]1[C:7](=[O:8])[CH:6]=[CH:5][C:4]([C:9](=[O:28])[CH2:10][CH:11]([C:19]2[CH:27]=[CH:26][C:22]([C:23]([OH:25])=O)=[CH:21][CH:20]=2)[C:12]2[CH:17]=[CH:16][CH:15]=[CH:14][C:13]=2[CH3:18])=[CH:3]1.[CH3:29][S:30]([CH2:33][CH2:34][NH2:35])(=[O:32])=[O:31].F[P-](F)(F)(F)(F)F.N1(O[P+](N(C)C)(N(C)C)N(C)C)C2C=CC=CC=2N=N1. (3) Given the product [CH3:14][O:13][C:11]1[CH:10]=[C:9]([CH2:15][CH2:16][C:17]2[CH:18]=[C:19]([NH:22][C:36]([C:33]3[CH:32]=[N:31][C:30]([C:27]4[CH2:28][CH2:29][N:24]([CH3:23])[CH2:25][CH:26]=4)=[CH:35][N:34]=3)=[O:37])[NH:20][N:21]=2)[CH:8]=[C:7]([O:6][CH3:5])[CH:12]=1, predict the reactants needed to synthesize it. The reactants are: C[Al](C)C.[CH3:5][O:6][C:7]1[CH:8]=[C:9]([CH2:15][CH2:16][C:17]2[CH:18]=[C:19]([NH2:22])[NH:20][N:21]=2)[CH:10]=[C:11]([O:13][CH3:14])[CH:12]=1.[CH3:23][N:24]1[CH2:29][CH:28]=[C:27]([C:30]2[N:31]=[CH:32][C:33]([C:36](OC)=[O:37])=[N:34][CH:35]=2)[CH2:26][CH2:25]1. (4) Given the product [CH:20]1([NH:26][C:2]2[N:7]3[N:8]=[C:9]([NH:11][C:12](=[O:19])[C:13]4[CH:18]=[CH:17][CH:16]=[CH:15][CH:14]=4)[N:10]=[C:6]3[CH:5]=[CH:4][CH:3]=2)[CH2:25][CH2:24][CH2:23][CH2:22][CH2:21]1, predict the reactants needed to synthesize it. The reactants are: Cl[C:2]1[N:7]2[N:8]=[C:9]([NH:11][C:12](=[O:19])[C:13]3[CH:18]=[CH:17][CH:16]=[CH:15][CH:14]=3)[N:10]=[C:6]2[CH:5]=[CH:4][CH:3]=1.[CH:20]1([NH2:26])[CH2:25][CH2:24][CH2:23][CH2:22][CH2:21]1. (5) Given the product [CH3:49][N:23]1[CH:24]=[CH:25][C:26]([C:27]2[CH:32]=[C:31]([C:33]([F:36])([F:35])[F:34])[CH:30]=[CH:29][C:28]=2[C:2]2[CH:11]=[CH:10][CH:9]=[C:8]3[C:3]=2[CH:4]=[CH:5][C:6]([S:12]([O:15][CH2:16][C:17]([F:20])([F:19])[F:18])(=[O:14])=[O:13])=[CH:7]3)=[N:22]1, predict the reactants needed to synthesize it. The reactants are: Br[C:2]1[CH:11]=[CH:10][CH:9]=[C:8]2[C:3]=1[CH:4]=[CH:5][C:6]([S:12]([O:15][CH2:16][C:17]([F:20])([F:19])[F:18])(=[O:14])=[O:13])=[CH:7]2.C[N:22]1[C:26]([C:27]2[CH:32]=[C:31]([C:33]([F:36])([F:35])[F:34])[CH:30]=[CH:29][C:28]=2B(O)O)=[CH:25][CH:24]=[N:23]1.[O-]P([O-])([O-])=O.[K+].[K+].[K+].O1CCOC[CH2:49]1. (6) Given the product [OH:12][NH:13][C:14]([C@:16]1([OH:45])[C@H:21]([NH:22][S:23]([C:26]2[CH:31]=[CH:30][C:29]([O:32][CH2:33][C:34]3[C:43]4[C:38](=[CH:39][CH:40]=[CH:41][CH:42]=4)[N:37]=[C:36]([CH3:44])[CH:35]=3)=[CH:28][CH:27]=2)(=[O:25])=[O:24])[CH2:20][CH2:19][NH:18][CH2:17]1)=[O:15], predict the reactants needed to synthesize it. The reactants are: FC(F)(F)C(O)=O.C([O:12][NH:13][C:14]([C@:16]1([OH:45])[C@H:21]([NH:22][S:23]([C:26]2[CH:31]=[CH:30][C:29]([O:32][CH2:33][C:34]3[C:43]4[C:38](=[CH:39][CH:40]=[CH:41][CH:42]=4)[N:37]=[C:36]([CH3:44])[CH:35]=3)=[CH:28][CH:27]=2)(=[O:25])=[O:24])[CH2:20][CH2:19][NH:18][CH2:17]1)=[O:15])(C)(C)C.FC(F)(F)C(O)=O.